Dataset: Forward reaction prediction with 1.9M reactions from USPTO patents (1976-2016). Task: Predict the product of the given reaction. Given the reactants N(C(OCCOC)=O)=NC(OCCOC)=O.[CH3:17][C:18]1[CH:23]=[C:22]([N+:24]([O-:26])=[O:25])[C:21]([CH3:27])=[CH:20][C:19]=1[OH:28].[CH3:29][CH:30]1[CH2:32][CH:31]1[CH2:33]O.C1(P(C2C=CC=CC=2)C2C=CC=CC=2)C=CC=CC=1.C(=O)(O)[O-].[Na+], predict the reaction product. The product is: [CH3:17][C:18]1[CH:23]=[C:22]([N+:24]([O-:26])=[O:25])[C:21]([CH3:27])=[CH:20][C:19]=1[O:28][CH2:29][CH:30]1[CH2:32][CH:31]1[CH3:33].